The task is: Predict the reactants needed to synthesize the given product.. This data is from Full USPTO retrosynthesis dataset with 1.9M reactions from patents (1976-2016). (1) Given the product [C:1]([O:5][C:6]([N:8]1[CH2:13][CH2:12][CH:11]([O:14][C:18]2[CH:19]=[CH:20][C:21]([N+:23]([O-:25])=[O:24])=[CH:22][C:17]=2[O:16][CH3:15])[CH2:10][CH2:9]1)=[O:7])([CH3:4])([CH3:2])[CH3:3], predict the reactants needed to synthesize it. The reactants are: [C:1]([O:5][C:6]([N:8]1[CH2:13][CH2:12][CH:11]([OH:14])[CH2:10][CH2:9]1)=[O:7])([CH3:4])([CH3:3])[CH3:2].[CH3:15][O:16][C:17]1[CH:22]=[C:21]([N+:23]([O-:25])=[O:24])[CH:20]=[CH:19][C:18]=1O.C1(P(C2C=CC=CC=2)C2C=CC=CC=2)C=CC=CC=1.N(C(OCC)=O)=NC(OCC)=O. (2) The reactants are: C[C:2]1[N:7]=[C:6]([C:8]2[C:13]([C:14]3[CH:15]=[CH:16][C:17]4[N:18]([N:20]=[CH:21][N:22]=4)[CH:19]=3)=[CH:12][CH:11]=[CH:10][N:9]=2)[CH:5]=[CH:4][CH:3]=1.ClC1C(C2C=CC3N(N=CN=3)C=2)=CC=CN=1.[Br-].N1C=CC=CC=1[Zn+]. Given the product [N:9]1[CH:10]=[CH:11][CH:12]=[C:13]([C:14]2[CH:15]=[CH:16][C:17]3[N:18]([N:20]=[CH:21][N:22]=3)[CH:19]=2)[C:8]=1[C:6]1[CH:5]=[CH:4][CH:3]=[CH:2][N:7]=1, predict the reactants needed to synthesize it. (3) Given the product [NH2:14][C:15]1[CH:16]=[C:17]([NH:22][S:23]([CH3:26])(=[O:25])=[O:24])[C:18]([CH3:21])=[N:19][CH:20]=1, predict the reactants needed to synthesize it. The reactants are: C1(C(=[N:14][C:15]2[CH:16]=[C:17]([NH:22][S:23]([CH3:26])(=[O:25])=[O:24])[C:18]([CH3:21])=[N:19][CH:20]=2)C2C=CC=CC=2)C=CC=CC=1.Cl. (4) Given the product [N+:12]([C:6]1[CH:7]=[CH:8][CH:9]=[C:10]2[C:5]=1[N:4]=[CH:3][C:2]([S:50]([C:37]1[CH:38]=[CH:42][CH:43]=[CH:44][CH:45]=1)(=[O:52])=[O:51])=[CH:11]2)([O-:14])=[O:13], predict the reactants needed to synthesize it. The reactants are: I[C:2]1[CH:3]=[N:4][C:5]2[C:10]([CH:11]=1)=[CH:9][CH:8]=[CH:7][C:6]=2[N+:12]([O-:14])=[O:13].P([O-])([O-])([O-])=O.[K+].[K+].[K+].C1(S)C=CC=CC=1.O.O.O.O.O.O.C(OO)(=O)[C:37]1[C:38](=[CH:42][CH:43]=[CH:44][CH:45]=1)C(O)=O.[Mg].[S:50]([O-])([O-:52])=[O:51].[Na+].[Na+].